The task is: Predict the reaction yield, written as a fraction of the theoretical maximum amount of product (1.0 means a 100% yield; for example, 0.34 means a 34% yield).. This data is from Reaction yield outcomes from USPTO patents with 853,638 reactions. (1) The reactants are O1CCCCC1[N:7]1[C:15]2[C:10](=[CH:11][C:12]([C:16]3[N:20]=[CH:19][N:18](C(C4C=CC=CC=4)(C4C=CC=CC=4)C4C=CC=CC=4)[N:17]=3)=[CH:13][CH:14]=2)[C:9]([C:40]2[CH:41]=[C:42]([NH:46][C:47](=[O:55])[CH2:48][C:49]3[CH:54]=[CH:53][CH:52]=[CH:51][CH:50]=3)[CH:43]=[CH:44][CH:45]=2)=[N:8]1. The catalyst is O1CCOCC1.Cl. The product is [NH:18]1[CH:19]=[N:20][C:16]([C:12]2[CH:11]=[C:10]3[C:15](=[CH:14][CH:13]=2)[NH:7][N:8]=[C:9]3[C:40]2[CH:41]=[C:42]([NH:46][C:47](=[O:55])[CH2:48][C:49]3[CH:50]=[CH:51][CH:52]=[CH:53][CH:54]=3)[CH:43]=[CH:44][CH:45]=2)=[N:17]1. The yield is 0.480. (2) The catalyst is CO. The yield is 0.900. The product is [Cl:13][C:9]1[N:8]([C:6]2[N:5]=[CH:4][N:3]=[C:2]([NH:17][CH:14]3[CH2:16][CH2:15]3)[CH:7]=2)[CH:12]=[CH:11][N:10]=1. The reactants are Cl[C:2]1[CH:7]=[C:6]([N:8]2[CH:12]=[CH:11][N:10]=[C:9]2[Cl:13])[N:5]=[CH:4][N:3]=1.[CH:14]1([NH2:17])[CH2:16][CH2:15]1. (3) The reactants are Br[C:2]1[CH:3]=[N:4][C:5]2[C:10]([CH:11]=1)=[CH:9][C:8]([O:12]C(=O)C)=[CH:7][CH:6]=2.[CH3:16][N:17]1[CH:21]=[C:20](B2OC(C)(C)C(C)(C)O2)[CH:19]=[N:18]1.C([O-])([O-])=O.[Na+].[Na+].O. The catalyst is C1C=CC(P(C2C=CC=CC=2)[C-]2C=CC=C2)=CC=1.C1C=CC(P(C2C=CC=CC=2)[C-]2C=CC=C2)=CC=1.Cl[Pd]Cl.[Fe+2].O1CCOCC1. The product is [CH3:16][N:17]1[CH:21]=[C:20]([C:2]2[CH:3]=[N:4][C:5]3[C:10]([CH:11]=2)=[CH:9][C:8]([OH:12])=[CH:7][CH:6]=3)[CH:19]=[N:18]1. The yield is 0.590. (4) The catalyst is C(#N)C. The reactants are [CH2:1]([N:3]([CH2:30][CH3:31])[CH2:4][CH2:5][NH:6][C:7]([C:9]1[C:17]2[CH2:16][CH2:15][CH2:14]/[C:13](=[C:18]3/[C:19](=[O:28])[NH:20][C:21]4[C:26]/3=[CH:25][C:24]([F:27])=[CH:23][CH:22]=4)/[C:12]=2[NH:11][C:10]=1[CH3:29])=[O:8])[CH3:2].[Cl:32]CCl.Cl. The yield is 0.900. The product is [ClH:32].[CH2:30]([N:3]([CH2:1][CH3:2])[CH2:4][CH2:5][NH:6][C:7]([C:9]1[C:17]2[CH2:16][CH2:15][CH2:14]/[C:13](=[C:18]3/[C:19](=[O:28])[NH:20][C:21]4[C:26]/3=[CH:25][C:24]([F:27])=[CH:23][CH:22]=4)/[C:12]=2[NH:11][C:10]=1[CH3:29])=[O:8])[CH3:31]. (5) The reactants are [CH3:1][C:2]1[C:6]([C:7]([NH2:9])=[O:8])=[C:5]([NH:10][C:11](=O)[CH2:12][CH:13]([CH3:15])[CH3:14])[S:4][N:3]=1.Cl. The catalyst is N. The product is [CH2:12]([C:11]1[NH:9][C:7](=[O:8])[C:6]2[C:2]([CH3:1])=[N:3][S:4][C:5]=2[N:10]=1)[CH:13]([CH3:15])[CH3:14]. The yield is 0.260.